From a dataset of Forward reaction prediction with 1.9M reactions from USPTO patents (1976-2016). Predict the product of the given reaction. Given the reactants [NH2:1][C:2]1[CH:7]=[CH:6][CH:5]=[CH:4][C:3]=1[S:8]([N:11]1[C:20](=[O:21])[C:19]2[C:14](=[CH:15][C:16]([Cl:22])=[CH:17][CH:18]=2)[NH:13][C:12]1=[O:23])(=[O:10])=[O:9].[CH3:24][S:25](Cl)(=[O:27])=[O:26].O, predict the reaction product. The product is: [Cl:22][C:16]1[CH:15]=[C:14]2[C:19]([C:20](=[O:21])[N:11]([S:8]([C:3]3[CH:4]=[CH:5][CH:6]=[CH:7][C:2]=3[NH:1][S:25]([CH3:24])(=[O:27])=[O:26])(=[O:10])=[O:9])[C:12](=[O:23])[NH:13]2)=[CH:18][CH:17]=1.